From a dataset of Drug-target binding data from BindingDB using Ki measurements. Regression. Given a target protein amino acid sequence and a drug SMILES string, predict the binding affinity score between them. We predict pKi (pKi = -log10(Ki in M); higher means stronger inhibition). Dataset: bindingdb_ki. The drug is Clc1ccc(C2=CCC[C@H]3CCC2N3)cn1. The target protein (P12392) has sequence MRGTPLLLVSLFSLLQDGDCRLANAEEKLMDDLLNKTRYNNLIRPATSSSQLISIRLELSLSQLISVNEREQIMTTSIWLKQEWTDYRLAWNSSCYEGVNILRIPAKRVWLPDIVLYNNADGTYEVSVYTNVIVRSNGSIQWLPPAIYKSACKIEVKHFPFDQQNCTLKFRSWTYDHTEIDMVLKSPTAIMDDFTPSGEWDIVALPGRRTVNPQDPSYVDVTYDFIIKRKPLFYTINLIIPCVLITSLAILVFYLPSDCGEKMTLCISVLLALTFFLLLISKIVPPTSLDIPLIGKYLLFTMVLVTFSIVTTVCVLNVHHRSPSTHTMASWVKECFLHKLPTFLFMKRPGLEVSLVRVPHPSQLHLATADTAATSALGPTSPSNLYGSSMYFVNPVPAAPKSAVSSHTAGLPRDARLRSSGRFREDLQEALEGVSFIAQHLESDDRDQSVIEDWKFVAMVVDRLFLWVFVFVCILGTMGLFLPPLFQIHAPSKDS. The pKi is 8.8.